Dataset: Experimentally validated miRNA-target interactions with 360,000+ pairs, plus equal number of negative samples. Task: Binary Classification. Given a miRNA mature sequence and a target amino acid sequence, predict their likelihood of interaction. (1) The miRNA is hsa-miR-5591-5p with sequence UGGGAGCUAAGCUAUGGGUAU. The protein sequence of the target gene is MTRSLFKGNFWSADILSTIGYDNIIQHLNNGRKNCKEFEDFLKERAAIEERYGKDLLNLSRKKPCGQSEINTLKRALEVFKQQVDNVAQCHIQLAQSLREEARKMEEFREKQKLQRKKTELIMDAIHKQKSLQFKKTMDAKKNYEQKCRDKDEAEQAVSRSANLVNPKQQEKLFVKLATSKTAVEDSDKAYMLHIGTLDKVREEWQSEHIKACEAFEAQECERINFFRNALWLHVNQLSQQCVTSDEMYEQVRKSLEMCSIQRDIEYFVNQRKTGQIPPAPIMYENFYSSQKNAVPAGKA.... Result: 0 (no interaction). (2) The miRNA is hsa-miR-210-3p with sequence CUGUGCGUGUGACAGCGGCUGA. The protein sequence of the target gene is MLRQIIGQAKKHPSLIPLFVFIGTGATGATLYLLRLALFNPDVCWDRNNPEPWNKLGPNDQYKFYSVNVDYSKLKKERPDF. Result: 1 (interaction). (3) The miRNA is hsa-miR-5011-3p with sequence GUGCAUGGCUGUAUAUAUAACA. The protein sequence of the target gene is MEWPARLCGLWALLLCAGGGGGGGGAAPTETQPPVTNLSVSVENLCTVIWTWNPPEGASSNCSLWYFSHFGDKQDKKIAPETRRSIEVPLNERICLQVGSQCSTNESEKPSILVEKCISPPEGDPESAVTELQCIWHNLSYMKCSWLPGRNTSPDTNYTLYYWHRSLEKIHQCENIFREGQYFGCSFDLTKVKDSSFEQHSVQIMVKDNAGKIKPSFNIVPLTSRVKPDPPHIKNLSFHNDDLYVQWENPQNFISRCLFYEVEVNNSQTETHNVFYVQEAKCENPEFERNVENTSCFMVP.... Result: 0 (no interaction).